Dataset: Full USPTO retrosynthesis dataset with 1.9M reactions from patents (1976-2016). Task: Predict the reactants needed to synthesize the given product. (1) Given the product [S:2]([OH:5])(=[O:4])(=[O:3])[CH3:1].[Cl:6][C:7]1[C:12]2[O:13][C:14]3[C:23]([CH3:24])=[CH:22][C:21]([C:25]([OH:27])=[O:26])=[CH:20][C:15]=3[S:16](=[O:18])(=[O:19])[CH2:17][C:11]=2[CH:10]=[C:9]([N:28]2[CH2:29][CH2:30][NH:31][CH2:32][CH2:33]2)[CH:8]=1, predict the reactants needed to synthesize it. The reactants are: [CH3:1][S:2]([OH:5])(=[O:4])=[O:3].[Cl:6][C:7]1[C:12]2[O:13][C:14]3[C:23]([CH3:24])=[CH:22][C:21]([C:25]([OH:27])=[O:26])=[CH:20][C:15]=3[S:16](=[O:19])(=[O:18])[CH2:17][C:11]=2[CH:10]=[C:9]([N:28]2[CH2:33][CH2:32][NH:31][CH2:30][CH2:29]2)[CH:8]=1. (2) Given the product [Br-:1].[Cl:15][C:12]1[CH:13]=[CH:14][C:9]([C:4]2[CH:5]=[CH:6][CH:7]=[CH:8][C:3]=2[CH2:2][P+:22]([C:23]2[CH:24]=[CH:25][CH:26]=[CH:27][CH:28]=2)([C:29]2[CH:34]=[CH:33][CH:32]=[CH:31][CH:30]=2)[C:16]2[CH:17]=[CH:18][CH:19]=[CH:20][CH:21]=2)=[CH:10][CH:11]=1, predict the reactants needed to synthesize it. The reactants are: [Br:1][CH2:2][C:3]1[CH:8]=[CH:7][CH:6]=[CH:5][C:4]=1[C:9]1[CH:14]=[CH:13][C:12]([Cl:15])=[CH:11][CH:10]=1.[C:16]1([P:22]([C:29]2[CH:34]=[CH:33][CH:32]=[CH:31][CH:30]=2)[C:23]2[CH:28]=[CH:27][CH:26]=[CH:25][CH:24]=2)[CH:21]=[CH:20][CH:19]=[CH:18][CH:17]=1. (3) Given the product [CH3:9][C:3]([C:2]1[S:11][CH:13]=[C:14]([CH3:15])[N:1]=1)([CH3:10])[C:4]([O:6][CH2:7][CH3:8])=[O:5], predict the reactants needed to synthesize it. The reactants are: [NH2:1][C:2](=[S:11])[C:3]([CH3:10])([CH3:9])[C:4]([O:6][CH2:7][CH3:8])=[O:5].Cl[CH2:13][C:14](=O)[CH3:15].